Task: Regression/Classification. Given a drug SMILES string, predict its absorption, distribution, metabolism, or excretion properties. Task type varies by dataset: regression for continuous measurements (e.g., permeability, clearance, half-life) or binary classification for categorical outcomes (e.g., BBB penetration, CYP inhibition). Dataset: bbb_martins.. Dataset: Blood-brain barrier penetration binary classification data from Martins et al. (1) The drug is OC1CCN(c2ccc(-c3ccccc3Cl)nn2)CC1. The result is 1 (penetrates BBB). (2) The molecule is O=C(CCCN1CCC2(CC1)C(=O)NCN2c1ccc(F)cc1)c1ccc(F)cc1. The result is 1 (penetrates BBB). (3) The compound is COC(=O)[C@@H]1C2CCC(C[C@@H]1OC(=O)c1ccccc1)N2C. The result is 1 (penetrates BBB).